Dataset: Reaction yield outcomes from USPTO patents with 853,638 reactions. Task: Predict the reaction yield, written as a fraction of the theoretical maximum amount of product (1.0 means a 100% yield; for example, 0.34 means a 34% yield). (1) The reactants are [NH2:1][C:2]1=[N:3][C:4](=[O:32])[NH:5]/[C:6]/1=[CH:7]\[C:8]1[CH:13]=[CH:12][C:11]([O:14][CH2:15][C:16]2[CH:21]=[CH:20][C:19]([C:22]([F:25])([F:24])[F:23])=[CH:18][C:17]=2[C:26]([F:29])([F:28])[F:27])=[C:10]([O:30][CH3:31])[CH:9]=1.[N:33]1([CH2:38][CH2:39][CH2:40]N)[CH:37]=[CH:36][N:35]=[CH:34]1. The product is [F:29][C:26]([F:27])([F:28])[C:17]1[CH:18]=[C:19]([C:22]([F:25])([F:23])[F:24])[CH:20]=[CH:21][C:16]=1[CH2:15][O:14][C:11]1[CH:12]=[CH:13][C:8](/[CH:7]=[C:6]2/[C:2]([NH:1][CH2:40][CH2:39][CH2:38][N:33]3[CH:37]=[CH:36][N:35]=[CH:34]3)=[N:3][C:4](=[O:32])[NH:5]/2)=[CH:9][C:10]=1[O:30][CH3:31]. The yield is 0.700. The catalyst is CO. (2) The reactants are [Br:1][C:2]1[CH:3]=[C:4]2[C:9](=[CH:10][CH:11]=1)[N:8](C(=O)C(F)(F)F)[C@@H:7]([CH3:18])[CH2:6][N:5]2[C:19](=[O:27])[C:20]1[CH:25]=[CH:24][CH:23]=[CH:22][C:21]=1[F:26].C(=O)([O-])[O-].[K+].[K+]. The yield is 0.770. The catalyst is CO. The product is [Br:1][C:2]1[CH:3]=[C:4]2[C:9]([NH:8][C@@H:7]([CH3:18])[CH2:6][N:5]2[C:19]([C:20]2[CH:25]=[CH:24][CH:23]=[CH:22][C:21]=2[F:26])=[O:27])=[CH:10][CH:11]=1. (3) The reactants are [O:1]=[C:2]1[CH2:11][CH2:10][CH2:9][C:8]2[CH:7]=[C:6]([C:12]([O:14][CH3:15])=[O:13])[CH:5]=[CH:4][C:3]1=2.[CH:16]1([CH:21]=O)[CH2:20][CH2:19][CH2:18][CH2:17]1.N1CCCC1. The catalyst is CO. The product is [CH:16]1([CH:21]=[C:11]2[CH2:10][CH2:9][C:8]3[CH:7]=[C:6]([C:12]([O:14][CH3:15])=[O:13])[CH:5]=[CH:4][C:3]=3[C:2]2=[O:1])[CH2:20][CH2:19][CH2:18][CH2:17]1. The yield is 0.600. (4) The reactants are C([O:3][C:4](=[O:32])[C:5]1[CH:10]=[CH:9][N:8]=[C:7]([N:11]2[C:15]([CH3:16])=[CH:14][CH:13]=[C:12]2[C:17]2[CH:22]=[C:21]([Cl:23])[CH:20]=[CH:19][C:18]=2[O:24][CH2:25][C:26]2[CH:31]=[CH:30][CH:29]=[CH:28][CH:27]=2)[CH:6]=1)C.C(O)C. The catalyst is C(OCC)(=O)C. The product is [Cl:23][C:21]1[CH:20]=[CH:19][C:18]([O:24][CH2:25][C:26]2[CH:27]=[CH:28][CH:29]=[CH:30][CH:31]=2)=[C:17]([C:12]2[N:11]([C:7]3[CH:6]=[C:5]([CH:10]=[CH:9][N:8]=3)[C:4]([OH:32])=[O:3])[C:15]([CH3:16])=[CH:14][CH:13]=2)[CH:22]=1. The yield is 0.850. (5) The reactants are [N:1]1[C:6]2[NH:7][C:8]3[CH:15]=[CH:14][CH:13]=[CH:12][C:9]=3[NH:10][CH2:11][C:5]=2[CH:4]=[CH:3][CH:2]=1.C(=O)([O-])[O-].[K+].[K+].[C:22]1([C:31]2[CH:36]=[CH:35][CH:34]=[CH:33][CH:32]=2)[CH:27]=[CH:26][C:25]([C:28](Cl)=[O:29])=[CH:24][CH:23]=1. The catalyst is CN(C)C=O.O.ClCCl. The product is [C:22]1([C:31]2[CH:32]=[CH:33][CH:34]=[CH:35][CH:36]=2)[CH:23]=[CH:24][C:25]([C:28]([N:10]2[CH2:11][C:5]3[CH:4]=[CH:3][CH:2]=[N:1][C:6]=3[NH:7][C:8]3[CH:15]=[CH:14][CH:13]=[CH:12][C:9]2=3)=[O:29])=[CH:26][CH:27]=1. The yield is 0.669.